Dataset: Full USPTO retrosynthesis dataset with 1.9M reactions from patents (1976-2016). Task: Predict the reactants needed to synthesize the given product. (1) The reactants are: [Br:1][C:2]1[C:3]([C:7]2[C:8]([F:32])=[C:9]([N:14]([CH2:26][O:27][CH2:28][CH2:29][O:30][CH3:31])[S:15]([C:18]3[CH:23]=[C:22]([F:24])[CH:21]=[CH:20][C:19]=3[F:25])(=[O:17])=[O:16])[CH:10]=[CH:11][C:12]=2[F:13])=[N:4][NH:5][CH:6]=1.[OH-].[Na+].[CH2:35](I)[CH3:36]. Given the product [Br:1][C:2]1[C:3]([C:7]2[C:8]([F:32])=[C:9]([N:14]([CH2:26][O:27][CH2:28][CH2:29][O:30][CH3:31])[S:15]([C:18]3[CH:23]=[C:22]([F:24])[CH:21]=[CH:20][C:19]=3[F:25])(=[O:17])=[O:16])[CH:10]=[CH:11][C:12]=2[F:13])=[N:4][N:5]([CH2:35][CH3:36])[CH:6]=1.[Br:1][C:2]1[CH:6]=[N:5][N:4]([CH2:35][CH3:36])[C:3]=1[C:7]1[C:8]([F:32])=[C:9]([N:14]([CH2:26][O:27][CH2:28][CH2:29][O:30][CH3:31])[S:15]([C:18]2[CH:23]=[C:22]([F:24])[CH:21]=[CH:20][C:19]=2[F:25])(=[O:17])=[O:16])[CH:10]=[CH:11][C:12]=1[F:13], predict the reactants needed to synthesize it. (2) Given the product [Cl:20][C:21]1[C:22]2[C:28]3[C:29](=[CH:30][CH:31]=[CH:32][CH:33]=3)[C:34](=[O:36])[C:23]=2[CH:24]=[C:25]([CH3:27])[CH:26]=1, predict the reactants needed to synthesize it. The reactants are: O=P12OP3(OP(OP(O3)(O1)=O)(=O)O2)=O.CS(O)(=O)=O.[Cl:20][C:21]1[CH:26]=[C:25]([CH3:27])[CH:24]=[CH:23][C:22]=1[C:28]1[C:29]([C:34]([OH:36])=O)=[CH:30][CH:31]=[CH:32][CH:33]=1. (3) Given the product [CH3:1][O:8][C:9](=[O:37])[C@H:10]([CH2:14][C:13]1[C:75]2[C:70](=[CH:71][CH:72]=[CH:73][CH:74]=2)[NH:69][CH:12]=1)[NH:11][C:15](=[O:36])[CH2:16][CH2:17][C:18](=[O:35])[C@@H:19]([NH:27][C:28]([O:30][C:31]([CH3:32])([CH3:34])[CH3:33])=[O:29])[CH2:20][C:21]1[CH:22]=[CH:23][CH:24]=[CH:25][CH:26]=1, predict the reactants needed to synthesize it. The reactants are: [CH2:1]([O:8][C:9](=[O:37])[C@@H:10]1[CH2:14][CH2:13][CH2:12][N:11]1[C:15](=[O:36])[CH2:16][CH2:17][C:18](=[O:35])[C@@H:19]([NH:27][C:28]([O:30][C:31]([CH3:34])([CH3:33])[CH3:32])=[O:29])[CH2:20][C:21]1[CH:26]=[CH:25][CH:24]=[CH:23][CH:22]=1)C1C=CC=CC=1.C1(C[C@H](NC(OC(C)(C)C)=O)C(=O)CCC(O)=O)C=CC=CC=1.COC(=O)[C@H](CC1[C:75]2[C:70](=[CH:71][CH:72]=[CH:73][CH:74]=2)[NH:69]C=1)N.O.ON1C2C=CC=CC=2N=N1.CCN(C(C)C)C(C)C. (4) Given the product [CH2:1]([O:8][C:9]([N:11]1[CH2:15][C@@H:14]([C:16]2[CH:17]=[CH:18][CH:19]=[CH:20][CH:21]=2)[CH2:13][C@H:12]1[CH2:22][C:23]#[N:24])=[O:10])[C:2]1[CH:3]=[CH:4][CH:5]=[CH:6][CH:7]=1, predict the reactants needed to synthesize it. The reactants are: [CH2:1]([O:8][C:9]([N:11]1[CH2:15][C:14]([C:16]2[CH:21]=[CH:20][CH:19]=[CH:18][CH:17]=2)=[CH:13][C@@H:12]1[CH2:22][C:23]#[N:24])=[O:10])[C:2]1[CH:7]=[CH:6][CH:5]=[CH:4][CH:3]=1.